From a dataset of Catalyst prediction with 721,799 reactions and 888 catalyst types from USPTO. Predict which catalyst facilitates the given reaction. Reactant: [OH:1][C:2]1[CH:9]=[CH:8][C:5]([CH:6]=[O:7])=[CH:4][C:3]=1I.CN(C)C(N(C)C)=N.[CH2:19]([OH:22])[C:20]#[CH:21]. The catalyst class is: 538. Product: [OH:22][CH2:19][C:20]1[O:1][C:2]2[CH:9]=[CH:8][C:5]([CH:6]=[O:7])=[CH:4][C:3]=2[CH:21]=1.